This data is from Merck oncology drug combination screen with 23,052 pairs across 39 cell lines. The task is: Regression. Given two drug SMILES strings and cell line genomic features, predict the synergy score measuring deviation from expected non-interaction effect. (1) Cell line: A2058. Drug 2: Cn1cc(-c2cnn3c(N)c(Br)c(C4CCCNC4)nc23)cn1. Drug 1: Nc1ccn(C2OC(CO)C(O)C2(F)F)c(=O)n1. Synergy scores: synergy=93.2. (2) Drug 1: CNC(=O)c1cc(Oc2ccc(NC(=O)Nc3ccc(Cl)c(C(F)(F)F)c3)cc2)ccn1. Drug 2: Cn1cc(-c2cnn3c(N)c(Br)c(C4CCCNC4)nc23)cn1. Cell line: SKOV3. Synergy scores: synergy=-5.12. (3) Drug 1: COc1cccc2c1C(=O)c1c(O)c3c(c(O)c1C2=O)CC(O)(C(=O)CO)CC3OC1CC(N)C(O)C(C)O1. Drug 2: NC(=O)c1cccc2cn(-c3ccc(C4CCCNC4)cc3)nc12. Cell line: COLO320DM. Synergy scores: synergy=-4.58. (4) Drug 1: CCN(CC)CCNC(=O)c1c(C)[nH]c(C=C2C(=O)Nc3ccc(F)cc32)c1C. Drug 2: Cn1cc(-c2cnn3c(N)c(Br)c(C4CCCNC4)nc23)cn1. Cell line: MDAMB436. Synergy scores: synergy=7.15. (5) Drug 1: N.N.O=C(O)C1(C(=O)O)CCC1.[Pt]. Drug 2: Cc1nc(Nc2ncc(C(=O)Nc3c(C)cccc3Cl)s2)cc(N2CCN(CCO)CC2)n1. Cell line: NCIH2122. Synergy scores: synergy=-68.8. (6) Drug 1: N.N.O=C(O)C1(C(=O)O)CCC1.[Pt]. Drug 2: CNC(=O)c1cc(Oc2ccc(NC(=O)Nc3ccc(Cl)c(C(F)(F)F)c3)cc2)ccn1. Cell line: HT29. Synergy scores: synergy=-12.8. (7) Drug 1: CN1C(=O)C=CC2(C)C3CCC4(C)C(NC(=O)OCC(F)(F)F)CCC4C3CCC12. Drug 2: CC(C)CC(NC(=O)C(Cc1ccccc1)NC(=O)c1cnccn1)B(O)O. Cell line: RKO. Synergy scores: synergy=14.6.